This data is from Retrosynthesis with 50K atom-mapped reactions and 10 reaction types from USPTO. The task is: Predict the reactants needed to synthesize the given product. (1) Given the product O=S(=O)(Nc1ccc(COCC2CC2)cn1)c1cccc(C(F)(F)F)c1, predict the reactants needed to synthesize it. The reactants are: Nc1ccc(COCC2CC2)cn1.O=S(=O)(Cl)c1cccc(C(F)(F)F)c1. (2) Given the product O=C(O)c1cc2cc(C(F)(F)F)ccc2s1, predict the reactants needed to synthesize it. The reactants are: COC(=O)c1cc2cc(C(F)(F)F)ccc2s1.